From a dataset of Reaction yield outcomes from USPTO patents with 853,638 reactions. Predict the reaction yield, written as a fraction of the theoretical maximum amount of product (1.0 means a 100% yield; for example, 0.34 means a 34% yield). (1) The reactants are [C:1]([C:5]1[CH:10]=[CH:9][C:8]([C:11]2[N:15]([CH3:16])[N:14]=[C:13]([C:17](=O)[CH3:18])[C:12]=2[OH:20])=[CH:7][CH:6]=1)([CH3:4])([CH3:3])[CH3:2].[N+:21]([C:24]1[CH:33]=[C:32]([C:34]([NH:36][NH2:37])=[O:35])[CH:31]=[CH:30][C:25]=1[C:26]([O:28][CH3:29])=[O:27])([O-:23])=[O:22]. The catalyst is C(O)(C)C. The product is [C:1]([C:5]1[CH:10]=[CH:9][C:8]([C:11]2[N:15]([CH3:16])[N:14]=[C:13]([C:17](=[N:37][NH:36][C:34]([C:32]3[CH:31]=[CH:30][C:25]([C:26]([O:28][CH3:29])=[O:27])=[C:24]([N+:21]([O-:23])=[O:22])[CH:33]=3)=[O:35])[CH3:18])[C:12]=2[OH:20])=[CH:7][CH:6]=1)([CH3:4])([CH3:3])[CH3:2]. The yield is 0.830. (2) The reactants are C([O:3][C:4](=[O:30])[CH2:5][CH:6]([N:13]1[C:21]2[C:16](=[CH:17][C:18]([O:22][CH2:23][CH2:24][O:25][NH:26][C:27]([NH2:29])=[NH:28])=[CH:19][CH:20]=2)[CH:15]=[CH:14]1)[C:7]1[CH:12]=[CH:11][CH:10]=[CH:9][CH:8]=1)C.[OH-].[Li+].Cl. The catalyst is CO.O. The product is [NH:26]([O:25][CH2:24][CH2:23][O:22][C:18]1[CH:17]=[C:16]2[C:21](=[CH:20][CH:19]=1)[N:13]([CH:6]([C:7]1[CH:8]=[CH:9][CH:10]=[CH:11][CH:12]=1)[CH2:5][C:4]([OH:30])=[O:3])[CH:14]=[CH:15]2)[C:27]([NH2:29])=[NH:28]. The yield is 0.800. (3) The reactants are [Cl:1][C:2]1[CH:7]=[CH:6][C:5]([S:8]([NH:11][CH2:12][C:13]2[CH:22]=[CH:21][C:16]([C:17]([O:19][CH3:20])=[O:18])=[CH:15][CH:14]=2)(=[O:10])=[O:9])=[CH:4][CH:3]=1.C([O-])([O-])=O.[K+].[K+].[F:29][C:30]1[CH:37]=[CH:36][CH:35]=[CH:34][C:31]=1[CH2:32]Br. The catalyst is CN(C=O)C. The product is [Cl:1][C:2]1[CH:7]=[CH:6][C:5]([S:8]([N:11]([CH2:12][C:13]2[CH:14]=[CH:15][C:16]([C:17]([O:19][CH3:20])=[O:18])=[CH:21][CH:22]=2)[CH2:32][C:31]2[CH:34]=[CH:35][CH:36]=[CH:37][C:30]=2[F:29])(=[O:10])=[O:9])=[CH:4][CH:3]=1. The yield is 0.910.